Dataset: Catalyst prediction with 721,799 reactions and 888 catalyst types from USPTO. Task: Predict which catalyst facilitates the given reaction. Reactant: [NH2:1][CH2:2][C@@H:3]1[CH2:7][C@H:6]([NH:8][C:9]([C:11]2[C:19]3[C:14](=[CH:15][CH:16]=[CH:17][CH:18]=3)[N:13]([CH:20]([CH3:22])[CH3:21])[N:12]=2)=[O:10])[CH2:5][N:4]1[C:23]([O:25][C:26]([CH3:29])([CH3:28])[CH3:27])=[O:24].C(N(CC)CC)C.[C:37](Cl)(=[O:39])[CH3:38].O. Product: [C:37]([NH:1][CH2:2][C@@H:3]1[CH2:7][C@H:6]([NH:8][C:9]([C:11]2[C:19]3[C:14](=[CH:15][CH:16]=[CH:17][CH:18]=3)[N:13]([CH:20]([CH3:21])[CH3:22])[N:12]=2)=[O:10])[CH2:5][N:4]1[C:23]([O:25][C:26]([CH3:27])([CH3:29])[CH3:28])=[O:24])(=[O:39])[CH3:38]. The catalyst class is: 4.